Dataset: Forward reaction prediction with 1.9M reactions from USPTO patents (1976-2016). Task: Predict the product of the given reaction. (1) The product is: [F:12][C:13]1[CH:14]=[CH:15][C:16]([C:17]([NH:32][C:33]2[C:34](=[O:39])[NH:35][CH:36]=[CH:37][CH:38]=2)=[O:19])=[CH:20][CH:21]=1. Given the reactants CCN=C=NCCCN(C)C.[F:12][C:13]1[CH:21]=[CH:20][C:16]([C:17]([OH:19])=O)=[CH:15][CH:14]=1.C1C=CC2N(O)N=NC=2C=1.[NH2:32][C:33]1[C:34](=[O:39])[NH:35][CH:36]=[CH:37][CH:38]=1.CCN(CC)CC, predict the reaction product. (2) Given the reactants [CH2:1]([N:8]1[C:16]([C:17]2[CH:22]=[CH:21][C:20]([O:23][C:24]3[CH:29]=[CH:28][CH:27]=[C:26](CC4OCCO4)[CH:25]=3)=[CH:19][CH:18]=2)=[C:15]2[C:10]([C:11]([C:36]([F:39])([F:38])[F:37])=[CH:12][CH:13]=[CH:14]2)=[N:9]1)[C:2]1[CH:7]=[CH:6][CH:5]=[CH:4][CH:3]=1.CC1C=CC(S([O-])(=O)=O)=CC=1.C1C=C[NH+]=CC=1.C[C:58](C)=[O:59], predict the reaction product. The product is: [CH2:1]([N:8]1[C:16]([C:17]2[CH:18]=[CH:19][C:20]([O:23][C:24]3[CH:25]=[C:26]([CH:27]=[CH:28][CH:29]=3)[CH:58]=[O:59])=[CH:21][CH:22]=2)=[C:15]2[C:10]([C:11]([C:36]([F:37])([F:38])[F:39])=[CH:12][CH:13]=[CH:14]2)=[N:9]1)[C:2]1[CH:7]=[CH:6][CH:5]=[CH:4][CH:3]=1. (3) Given the reactants [CH3:1][N:2]1[C:10]2[C:5](=[CH:6][CH:7]=[CH:8][CH:9]=2)[CH:4]=[C:3]1[CH:11]=O.[CH2:13]([NH2:20])[CH2:14][CH2:15][CH2:16][CH2:17][CH2:18][CH3:19].C(O)(=O)C.C([BH3-])#N.[Na+], predict the reaction product. The product is: [CH2:13]([NH:20][CH2:11][C:3]1[N:2]([CH3:1])[C:10]2[C:5]([CH:4]=1)=[CH:6][CH:7]=[CH:8][CH:9]=2)[CH2:14][CH2:15][CH2:16][CH2:17][CH2:18][CH3:19]. (4) Given the reactants CCCCCC.C([Li])CCC.[O:12]1[CH2:16][CH2:15][CH:14]([CH2:17][NH:18][C:19]([C:21]2[CH:25]=[C:24]([CH2:26][O:27][CH2:28][C:29]3[CH:34]=[CH:33][CH:32]=[CH:31][C:30]=3[F:35])[O:23][N:22]=2)=[O:20])[CH2:13]1.[Br:36]C(Cl)(Cl)Cl.Cl, predict the reaction product. The product is: [O:12]1[CH2:16][CH2:15][CH:14]([CH2:17][NH:18][C:19]([C:21]2[C:25]([Br:36])=[C:24]([CH2:26][O:27][CH2:28][C:29]3[CH:34]=[CH:33][CH:32]=[CH:31][C:30]=3[F:35])[O:23][N:22]=2)=[O:20])[CH2:13]1. (5) Given the reactants [Cl:1][C:2]1[CH:34]=[CH:33][C:5]([CH2:6][CH2:7][N:8]([CH2:22][C:23]2[CH:28]=[CH:27][CH:26]=[CH:25][C:24]=2[C:29]([O:31][CH3:32])=[O:30])[CH:9]2[CH2:14][CH2:13][N:12](C(OC(C)(C)C)=O)[CH2:11][CH2:10]2)=[CH:4][CH:3]=1.Cl, predict the reaction product. The product is: [ClH:1].[Cl:1][C:2]1[CH:34]=[CH:33][C:5]([CH2:6][CH2:7][N:8]([CH2:22][C:23]2[CH:28]=[CH:27][CH:26]=[CH:25][C:24]=2[C:29]([O:31][CH3:32])=[O:30])[CH:9]2[CH2:14][CH2:13][NH:12][CH2:11][CH2:10]2)=[CH:4][CH:3]=1. (6) Given the reactants N[C:2]1[CH:7]=[CH:6][C:5]([C:8]([F:11])([F:10])[F:9])=[CH:4][C:3]=1[S:12]([NH:15][C:16]1[CH:17]=[CH:18][CH:19]=[C:20]2[C:25]=1[N:24]=[CH:23][CH:22]=[CH:21]2)(=[O:14])=[O:13].N(OC(C)(C)C)=O.CC(O)=O, predict the reaction product. The product is: [F:10][C:8]([F:11])([F:9])[C:5]1[CH:4]=[C:3]2[C:2](=[CH:7][CH:6]=1)[C:17]1[C:16](=[C:25]3[C:20](=[CH:19][CH:18]=1)[CH:21]=[CH:22][CH:23]=[N:24]3)[NH:15][S:12]2(=[O:13])=[O:14]. (7) Given the reactants C[O:2][C:3](=[O:30])[C@@H:4]([O:27][CH2:28][CH3:29])[CH2:5][C:6]1[CH:11]=[CH:10][C:9]([O:12][CH2:13][C:14]2[N:15]=[C:16]([C:19]3[CH:24]=[CH:23][C:22]([Cl:25])=[CH:21][CH:20]=3)[S:17][CH:18]=2)=[CH:8][C:7]=1[F:26].[Li+].[OH-], predict the reaction product. The product is: [Cl:25][C:22]1[CH:23]=[CH:24][C:19]([C:16]2[S:17][CH:18]=[C:14]([CH2:13][O:12][C:9]3[CH:10]=[CH:11][C:6]([CH2:5][C@H:4]([O:27][CH2:28][CH3:29])[C:3]([OH:30])=[O:2])=[C:7]([F:26])[CH:8]=3)[N:15]=2)=[CH:20][CH:21]=1.